This data is from NCI-60 drug combinations with 297,098 pairs across 59 cell lines. The task is: Regression. Given two drug SMILES strings and cell line genomic features, predict the synergy score measuring deviation from expected non-interaction effect. (1) Drug 1: C1C(C(OC1N2C=NC3=C(N=C(N=C32)Cl)N)CO)O. Drug 2: CCC(=C(C1=CC=CC=C1)C2=CC=C(C=C2)OCCN(C)C)C3=CC=CC=C3.C(C(=O)O)C(CC(=O)O)(C(=O)O)O. Cell line: HCT-15. Synergy scores: CSS=33.6, Synergy_ZIP=-1.52, Synergy_Bliss=-3.46, Synergy_Loewe=-1.36, Synergy_HSA=-1.31. (2) Cell line: UACC-257. Drug 2: N.N.Cl[Pt+2]Cl. Synergy scores: CSS=-4.26, Synergy_ZIP=0.807, Synergy_Bliss=-2.01, Synergy_Loewe=-5.51, Synergy_HSA=-4.94. Drug 1: CC(C1=C(C=CC(=C1Cl)F)Cl)OC2=C(N=CC(=C2)C3=CN(N=C3)C4CCNCC4)N. (3) Drug 1: C1=CC(=CC=C1CC(C(=O)O)N)N(CCCl)CCCl.Cl. Drug 2: CCC1=C2CN3C(=CC4=C(C3=O)COC(=O)C4(CC)O)C2=NC5=C1C=C(C=C5)O. Cell line: SR. Synergy scores: CSS=84.9, Synergy_ZIP=1.21, Synergy_Bliss=1.19, Synergy_Loewe=-2.06, Synergy_HSA=3.24. (4) Drug 1: C1=NC2=C(N1)C(=S)N=C(N2)N. Drug 2: CC1CCCC2(C(O2)CC(NC(=O)CC(C(C(=O)C(C1O)C)(C)C)O)C(=CC3=CSC(=N3)C)C)C. Cell line: NCIH23. Synergy scores: CSS=45.9, Synergy_ZIP=-1.75, Synergy_Bliss=-1.83, Synergy_Loewe=-2.54, Synergy_HSA=-2.41. (5) Drug 1: C1=CC(=CC=C1CC(C(=O)O)N)N(CCCl)CCCl.Cl. Drug 2: CC1C(C(CC(O1)OC2CC(CC3=C2C(=C4C(=C3O)C(=O)C5=CC=CC=C5C4=O)O)(C(=O)C)O)N)O. Cell line: SF-295. Synergy scores: CSS=44.3, Synergy_ZIP=-2.20, Synergy_Bliss=-0.0107, Synergy_Loewe=-13.7, Synergy_HSA=1.96. (6) Drug 1: C1CCC(C1)C(CC#N)N2C=C(C=N2)C3=C4C=CNC4=NC=N3. Drug 2: C1=CC(=CC=C1C#N)C(C2=CC=C(C=C2)C#N)N3C=NC=N3. Cell line: SK-MEL-2. Synergy scores: CSS=7.16, Synergy_ZIP=4.69, Synergy_Bliss=8.23, Synergy_Loewe=1.17, Synergy_HSA=2.33.